From a dataset of hERG potassium channel inhibition data for cardiac toxicity prediction from Karim et al.. Regression/Classification. Given a drug SMILES string, predict its toxicity properties. Task type varies by dataset: regression for continuous values (e.g., LD50, hERG inhibition percentage) or binary classification for toxic/non-toxic outcomes (e.g., AMES mutagenicity, cardiotoxicity, hepatotoxicity). Dataset: herg_karim. The drug is O=c1ccc2ncc(F)c3c2n1C[C@@]3(F)CN1CCC(NCc2cc3c(cn2)OCCO3)CC1. The result is 0 (non-blocker).